Dataset: Reaction yield outcomes from USPTO patents with 853,638 reactions. Task: Predict the reaction yield, written as a fraction of the theoretical maximum amount of product (1.0 means a 100% yield; for example, 0.34 means a 34% yield). The catalyst is CN(C=O)C.O. The reactants are C1N=C[N:3](C(N2C=NC=C2)=O)C=1.[NH2:13][C:14]1[C:15]([C:31]([OH:33])=O)=[N:16][C:17]([N:20]2[CH2:25][CH2:24][N:23]([S:26]([CH2:29][CH3:30])(=[O:28])=[O:27])[CH2:22][CH2:21]2)=[CH:18][N:19]=1.O[N:35]=[C:36](N)[C:37]1[CH:42]=[CH:41][CH:40]=[CH:39][CH:38]=1. The product is [CH2:29]([S:26]([N:23]1[CH2:22][CH2:21][N:20]([C:17]2[N:16]=[C:15]([C:31]3[O:33][C:36]([C:37]4[CH:42]=[CH:41][CH:40]=[CH:39][CH:38]=4)=[N:35][N:3]=3)[C:14]([NH2:13])=[N:19][CH:18]=2)[CH2:25][CH2:24]1)(=[O:27])=[O:28])[CH3:30]. The yield is 0.300.